Dataset: Peptide-MHC class II binding affinity with 134,281 pairs from IEDB. Task: Regression. Given a peptide amino acid sequence and an MHC pseudo amino acid sequence, predict their binding affinity value. This is MHC class II binding data. (1) The peptide sequence is RIFGRRSIPVNEALA. The MHC is DRB1_0901 with pseudo-sequence DRB1_0901. The binding affinity (normalized) is 0.579. (2) The peptide sequence is RCALHWFPGSHLLHV. The MHC is HLA-DPA10103-DPB10301 with pseudo-sequence HLA-DPA10103-DPB10301. The binding affinity (normalized) is 0.188.